This data is from Forward reaction prediction with 1.9M reactions from USPTO patents (1976-2016). The task is: Predict the product of the given reaction. (1) Given the reactants [NH2:1][C:2]1[CH:22]=[CH:21][C:5]([CH2:6][C@H:7]2[CH2:11][O:10][C:9]([CH3:13])([CH3:12])[N:8]2[C:14]([O:16][C:17]([CH3:20])([CH3:19])[CH3:18])=[O:15])=[CH:4][CH:3]=1.[C:23]1([N:29]=[C:30]=[O:31])[CH:28]=[CH:27][CH:26]=[CH:25][CH:24]=1, predict the reaction product. The product is: [NH:29]([C:30]([NH:1][C:2]1[CH:3]=[CH:4][C:5]([CH2:6][C@H:7]2[CH2:11][O:10][C:9]([CH3:12])([CH3:13])[N:8]2[C:14]([O:16][C:17]([CH3:20])([CH3:19])[CH3:18])=[O:15])=[CH:21][CH:22]=1)=[O:31])[C:23]1[CH:28]=[CH:27][CH:26]=[CH:25][CH:24]=1. (2) Given the reactants [CH3:1][O:2][CH2:3][CH2:4][NH2:5].[C:6]([C:8]1[CH:34]=[CH:33][C:11]([C:12]([NH:14][C:15]2[CH:16]=[CH:17][C:18]([CH3:32])=[C:19]([NH:21][C:22](=[O:31])[C:23]3[CH:28]=[CH:27][C:26]([CH2:29]Cl)=[CH:25][CH:24]=3)[CH:20]=2)=[O:13])=[CH:10][CH:9]=1)#[N:7].C(=O)([O-])[O-].[K+].[K+], predict the reaction product. The product is: [C:6]([C:8]1[CH:9]=[CH:10][C:11]([C:12]([NH:14][C:15]2[CH:16]=[CH:17][C:18]([CH3:32])=[C:19]([NH:21][C:22](=[O:31])[C:23]3[CH:28]=[CH:27][C:26]([CH2:29][NH:5][CH2:4][CH2:3][O:2][CH3:1])=[CH:25][CH:24]=3)[CH:20]=2)=[O:13])=[CH:33][CH:34]=1)#[N:7]. (3) The product is: [C:1]([O:5][C@H:6]1[CH2:10][NH:9][C@H:8]([C:28]([NH:29][CH2:30][C:31]2[CH:36]=[CH:35][C:34]([C:37]3[S:41][CH:40]=[N:39][C:38]=3[CH3:42])=[CH:33][C:32]=2[OH:43])=[O:44])[CH2:7]1)([CH3:4])([CH3:3])[CH3:2]. Given the reactants [C:1]([O:5][C@H:6]1[CH2:10][N:9](C(OCC2C3C=CC=CC=3C3C2=CC=CC=3)=O)[C@H:8]([C:28](=[O:44])[NH:29][CH2:30][C:31]2[CH:36]=[CH:35][C:34]([C:37]3[S:41][CH:40]=[N:39][C:38]=3[CH3:42])=[CH:33][C:32]=2[OH:43])[CH2:7]1)([CH3:4])([CH3:3])[CH3:2].N1CCCCC1, predict the reaction product. (4) Given the reactants C(=O)([O-])[O-].[Na+].[Na+].[O:7]([C:14]1[CH:19]=[CH:18][C:17](B(O)O)=[CH:16][CH:15]=1)[C:8]1[CH:13]=[CH:12][CH:11]=[CH:10][CH:9]=1.Br[C:24]1[C:25]([NH2:30])=[N:26][CH:27]=[CH:28][CH:29]=1, predict the reaction product. The product is: [O:7]([C:14]1[CH:19]=[CH:18][C:17]([C:24]2[C:25]([NH2:30])=[N:26][CH:27]=[CH:28][CH:29]=2)=[CH:16][CH:15]=1)[C:8]1[CH:13]=[CH:12][CH:11]=[CH:10][CH:9]=1. (5) Given the reactants O.[CH:2]([C:4]1[CH:9]=[CH:8][CH:7]=[CH:6][C:5]=1B(O)O)=[O:3].Br[C:14]1[CH:15]=[N:16][CH:17]=[CH:18][CH:19]=1.C(=O)([O-])[O-].[K+].[K+], predict the reaction product. The product is: [N:16]1[CH:17]=[CH:18][CH:19]=[C:14]([C:5]2[CH:6]=[CH:7][CH:8]=[CH:9][C:4]=2[CH:2]=[O:3])[CH:15]=1.